This data is from Forward reaction prediction with 1.9M reactions from USPTO patents (1976-2016). The task is: Predict the product of the given reaction. (1) Given the reactants [NH2:1][C:2]1[CH:10]=[CH:9][CH:8]=[C:7]2[C:3]=1[CH:4]=[N:5][N:6]2[C:11]([C:18]1[CH:23]=[CH:22][C:21]([Cl:24])=[CH:20][CH:19]=1)([CH2:16][CH3:17])/[CH:12]=[CH:13]/[C:14]#[N:15].CN1CCOCC1.[CH3:32][S:33](Cl)(=[O:35])=[O:34], predict the reaction product. The product is: [Cl:24][C:21]1[CH:20]=[CH:19][C:18]([C:11]([N:6]2[C:7]3[C:3](=[C:2]([NH:1][S:33]([CH3:32])(=[O:35])=[O:34])[CH:10]=[CH:9][CH:8]=3)[CH:4]=[N:5]2)([CH2:16][CH3:17])/[CH:12]=[CH:13]/[C:14]#[N:15])=[CH:23][CH:22]=1. (2) Given the reactants [CH3:1][O:2][C:3]([C:5]1[CH:6]=[C:7]2[CH:13]=[C:12]([C:14]([C:21]3[CH:22]=[N:23][C:24]([S:27]([CH3:30])(=[O:29])=[O:28])=[CH:25][CH:26]=3)=[CH:15][CH:16]3[CH2:20][CH2:19][CH2:18][CH2:17]3)[NH:11][C:8]2=[N:9][CH:10]=1)=[O:4], predict the reaction product. The product is: [CH3:1][O:2][C:3]([C:5]1[CH:6]=[C:7]2[CH:13]=[C:12]([CH:14]([C:21]3[CH:22]=[N:23][C:24]([S:27]([CH3:30])(=[O:29])=[O:28])=[CH:25][CH:26]=3)[CH2:15][CH:16]3[CH2:20][CH2:19][CH2:18][CH2:17]3)[NH:11][C:8]2=[N:9][CH:10]=1)=[O:4]. (3) Given the reactants [O:1]1[CH2:6][CH2:5][N:4]([C:7]2[C:8]3[N:9]([CH:32]=[C:33](/[CH:35]=[CH:36]/[C:37]4[CH:46]=[CH:45][C:44]5[C:39](=[CH:40][CH:41]=[CH:42][CH:43]=5)[N:38]=4)[N:34]=3)[C:10]([C:13]3[CH:14]=[CH:15][C:16]([N:19]4[CH2:24][CH2:23][N:22]([C:25]([O:27][C:28]([CH3:31])([CH3:30])[CH3:29])=[O:26])[CH2:21][CH2:20]4)=[N:17][CH:18]=3)=[CH:11][N:12]=2)[CH2:3][CH2:2]1, predict the reaction product. The product is: [O:1]1[CH2:6][CH2:5][N:4]([C:7]2[C:8]3[N:9]([CH:32]=[C:33]([CH2:35][CH2:36][C:37]4[CH:46]=[CH:45][C:44]5[C:39](=[CH:40][CH:41]=[CH:42][CH:43]=5)[N:38]=4)[N:34]=3)[C:10]([C:13]3[CH:14]=[CH:15][C:16]([N:19]4[CH2:20][CH2:21][N:22]([C:25]([O:27][C:28]([CH3:29])([CH3:30])[CH3:31])=[O:26])[CH2:23][CH2:24]4)=[N:17][CH:18]=3)=[CH:11][N:12]=2)[CH2:3][CH2:2]1. (4) The product is: [NH2:14][C:10]1[CH:9]=[C:8]([C:6]2[N:7]=[C:2]([NH:37][C:36]3[CH:35]=[CH:34][C:33]([CH2:32][N:30]([CH3:31])[CH3:29])=[CH:39][CH:38]=3)[C:3]3[NH:19][N:18]=[CH:17][C:4]=3[N:5]=2)[CH:13]=[CH:12][CH:11]=1. Given the reactants Cl[C:2]1[C:3]2[C:4](=[CH:17][N:18](CC3C=CC(OC)=CC=3)[N:19]=2)[N:5]=[C:6]([C:8]2[CH:13]=[CH:12][CH:11]=[C:10]([N+:14]([O-])=O)[CH:9]=2)[N:7]=1.[CH3:29][N:30]([CH2:32][C:33]1[CH:39]=[CH:38][C:36]([NH2:37])=[CH:35][CH:34]=1)[CH3:31].Cl, predict the reaction product. (5) Given the reactants [CH3:1][C:2]1C=C(OCCCCCCCCCCCCCCCCCCCC)C(C(C)C)=C[C:3]=1N.[C:33]([C:36]1C=CC=C(C(=O)C)N=1)(=O)[CH3:34].[CH2:45]([O:65][C:66]1[CH:71]=[CH:70][C:69]([N:72]=[C:73]([C:75]2[CH:80]=[CH:79][CH:78]=[C:77]([C:81](=[N:83][C:84]3[CH:89]=[CH:88][C:87]([O:90][CH2:91][CH2:92][CH2:93][CH2:94][CH2:95][CH2:96][CH2:97][CH2:98][CH2:99][CH2:100][CH2:101][CH2:102][CH2:103][CH2:104][CH2:105][CH2:106][CH2:107][CH2:108][CH2:109][CH3:110])=[CH:86][C:85]=3[CH3:111])[CH3:82])[N:76]=2)[CH3:74])=[C:68]([CH3:112])[CH:67]=1)[CH2:46][CH2:47][CH2:48][CH2:49][CH2:50][CH2:51][CH2:52][CH2:53][CH2:54][CH2:55][CH2:56][CH2:57][CH2:58][CH2:59][CH2:60][CH2:61][CH2:62][CH2:63][CH3:64], predict the reaction product. The product is: [CH3:112][C:68]1[CH:67]=[C:66]([O:65][CH2:45][CH2:46][CH2:47][CH2:48][CH2:49][CH2:50][CH2:51][CH2:52][CH2:53][CH2:54][CH2:55][CH2:56][CH2:57][CH2:58][CH2:59][CH2:60][CH2:61][CH2:62][CH2:63][CH3:64])[C:71]([CH:2]([CH3:3])[CH3:1])=[CH:70][C:69]=1[N:72]=[C:73]([C:75]1[CH:80]=[CH:79][CH:78]=[C:77]([C:81](=[N:83][C:84]2[CH:89]=[C:88]([CH:33]([CH3:36])[CH3:34])[C:87]([O:90][CH2:91][CH2:92][CH2:93][CH2:94][CH2:95][CH2:96][CH2:97][CH2:98][CH2:99][CH2:100][CH2:101][CH2:102][CH2:103][CH2:104][CH2:105][CH2:106][CH2:107][CH2:108][CH2:109][CH3:110])=[CH:86][C:85]=2[CH3:111])[CH3:82])[N:76]=1)[CH3:74]. (6) Given the reactants [Br:1][C:2]1[CH:6]=[C:5]([C:7]([OH:9])=O)[N:4]([C:10]2[C:15]([Cl:16])=[CH:14][CH:13]=[CH:12][N:11]=2)[N:3]=1.[C:17](Cl)(=[O:21])[C:18](Cl)=O.C([N:25]([CH2:28][CH3:29])CC)C, predict the reaction product. The product is: [Br:1][C:2]1[CH:6]=[C:5]([C:7]([NH:25][C:28]2[C:29]([C:17](=[O:21])[CH2:18][CH:5]([CH3:7])[CH3:6])=[CH:12][CH:13]=[CH:14][C:15]=2[CH3:10])=[O:9])[N:4]([C:10]2[C:15]([Cl:16])=[CH:14][CH:13]=[CH:12][N:11]=2)[N:3]=1. (7) Given the reactants [CH3:1][O:2][C:3]1[CH:4]=[C:5]([CH:11]=[C:12]([O:16][CH3:17])[C:13]=1[O:14][CH3:15])[CH:6]=[CH:7][C:8](O)=[O:9].C(Cl)(=O)OCC.[BH4-].[Na+].Cl, predict the reaction product. The product is: [CH3:17][O:16][C:12]1[CH:11]=[C:5]([CH:6]=[CH:7][CH2:8][OH:9])[CH:4]=[C:3]([O:2][CH3:1])[C:13]=1[O:14][CH3:15]. (8) Given the reactants [Cl:1][C:2]1[CH:3]=[C:4]([CH:17]=[C:18]([Cl:20])[CH:19]=1)[CH2:5][N:6]1[CH2:11][CH2:10][CH:9]([C:12](OC)=[O:13])[CH2:8][C:7]1=[O:16].[BH4-].[Na+], predict the reaction product. The product is: [Cl:1][C:2]1[CH:3]=[C:4]([CH:17]=[C:18]([Cl:20])[CH:19]=1)[CH2:5][N:6]1[CH2:11][CH2:10][CH:9]([CH2:12][OH:13])[CH2:8][C:7]1=[O:16].